From a dataset of NCI-60 drug combinations with 297,098 pairs across 59 cell lines. Regression. Given two drug SMILES strings and cell line genomic features, predict the synergy score measuring deviation from expected non-interaction effect. (1) Drug 1: CC1=C2C(C(=O)C3(C(CC4C(C3C(C(C2(C)C)(CC1OC(=O)C(C(C5=CC=CC=C5)NC(=O)OC(C)(C)C)O)O)OC(=O)C6=CC=CC=C6)(CO4)OC(=O)C)OC)C)OC. Drug 2: C1CNP(=O)(OC1)N(CCCl)CCCl. Cell line: OVCAR3. Synergy scores: CSS=49.8, Synergy_ZIP=6.03, Synergy_Bliss=4.52, Synergy_Loewe=-41.3, Synergy_HSA=0.300. (2) Cell line: SW-620. Drug 1: CC1=C(C=C(C=C1)NC(=O)C2=CC=C(C=C2)CN3CCN(CC3)C)NC4=NC=CC(=N4)C5=CN=CC=C5. Synergy scores: CSS=-5.26, Synergy_ZIP=3.48, Synergy_Bliss=-0.325, Synergy_Loewe=-6.16, Synergy_HSA=-6.53. Drug 2: CCCCCOC(=O)NC1=NC(=O)N(C=C1F)C2C(C(C(O2)C)O)O. (3) Drug 1: CN(C)N=NC1=C(NC=N1)C(=O)N. Drug 2: CNC(=O)C1=NC=CC(=C1)OC2=CC=C(C=C2)NC(=O)NC3=CC(=C(C=C3)Cl)C(F)(F)F. Cell line: ACHN. Synergy scores: CSS=17.0, Synergy_ZIP=-9.87, Synergy_Bliss=-6.10, Synergy_Loewe=-16.0, Synergy_HSA=-6.39. (4) Drug 1: CC1=C2C(C(=O)C3(C(CC4C(C3C(C(C2(C)C)(CC1OC(=O)C(C(C5=CC=CC=C5)NC(=O)OC(C)(C)C)O)O)OC(=O)C6=CC=CC=C6)(CO4)OC(=O)C)OC)C)OC. Drug 2: C1=CC(=CC=C1CC(C(=O)O)N)N(CCCl)CCCl.Cl. Cell line: SK-MEL-28. Synergy scores: CSS=33.4, Synergy_ZIP=2.20, Synergy_Bliss=3.22, Synergy_Loewe=-4.32, Synergy_HSA=2.54. (5) Drug 1: C1=NC2=C(N1)C(=S)N=CN2. Drug 2: CC1CCC2CC(C(=CC=CC=CC(CC(C(=O)C(C(C(=CC(C(=O)CC(OC(=O)C3CCCCN3C(=O)C(=O)C1(O2)O)C(C)CC4CCC(C(C4)OC)O)C)C)O)OC)C)C)C)OC. Cell line: OVCAR3. Synergy scores: CSS=9.74, Synergy_ZIP=-5.27, Synergy_Bliss=-5.43, Synergy_Loewe=-5.79, Synergy_HSA=-5.38. (6) Drug 1: CN(C)C1=NC(=NC(=N1)N(C)C)N(C)C. Drug 2: CCCCCOC(=O)NC1=NC(=O)N(C=C1F)C2C(C(C(O2)C)O)O. Cell line: SF-268. Synergy scores: CSS=-2.13, Synergy_ZIP=3.77, Synergy_Bliss=5.37, Synergy_Loewe=-1.78, Synergy_HSA=-1.08. (7) Drug 1: CC12CCC(CC1=CCC3C2CCC4(C3CC=C4C5=CN=CC=C5)C)O. Drug 2: C(CN)CNCCSP(=O)(O)O. Cell line: DU-145. Synergy scores: CSS=0.399, Synergy_ZIP=-0.0248, Synergy_Bliss=-3.28, Synergy_Loewe=-4.38, Synergy_HSA=-4.45. (8) Drug 1: CS(=O)(=O)OCCCCOS(=O)(=O)C. Cell line: HCT-15. Synergy scores: CSS=8.65, Synergy_ZIP=-6.02, Synergy_Bliss=-3.63, Synergy_Loewe=-0.953, Synergy_HSA=0.435. Drug 2: C1C(C(OC1N2C=NC(=NC2=O)N)CO)O. (9) Drug 1: C1CCC(C1)C(CC#N)N2C=C(C=N2)C3=C4C=CNC4=NC=N3. Drug 2: C1CN(CCN1C(=O)CCBr)C(=O)CCBr. Cell line: CAKI-1. Synergy scores: CSS=26.4, Synergy_ZIP=-11.1, Synergy_Bliss=-4.40, Synergy_Loewe=-1.41, Synergy_HSA=0.724. (10) Drug 1: CC12CCC3C(C1CCC2=O)CC(=C)C4=CC(=O)C=CC34C. Drug 2: CN(C)N=NC1=C(NC=N1)C(=O)N. Cell line: BT-549. Synergy scores: CSS=48.6, Synergy_ZIP=1.37, Synergy_Bliss=1.38, Synergy_Loewe=-33.6, Synergy_HSA=0.548.